Dataset: Catalyst prediction with 721,799 reactions and 888 catalyst types from USPTO. Task: Predict which catalyst facilitates the given reaction. (1) Reactant: [F:1][C:2]1[CH:3]=[N:4][C:5](C#N)=[N:6][CH:7]=1.[CH2:10]1[CH2:14][O:13]CC1.C[Mg+].[Br-]. Product: [F:1][C:2]1[CH:3]=[N:4][C:5]([C:14](=[O:13])[CH3:10])=[N:6][CH:7]=1. The catalyst class is: 28. (2) Product: [CH:41]1([C:39]([NH:38][C:36]2[N:37]=[C:32]3[CH:31]=[CH:30][C:29]([O:28][C:27]4[CH:44]=[CH:45][C:46]([F:47])=[C:25]([NH:24][C:9]([C:7]5[N:6]([CH3:12])[N:5]=[C:4]([O:3][CH2:1][CH3:2])[CH:8]=5)=[O:11])[CH:26]=4)=[N:34][N:33]3[CH:35]=2)=[O:40])[CH2:42][CH2:43]1. Reactant: [CH2:1]([O:3][C:4]1[CH:8]=[C:7]([C:9]([OH:11])=O)[N:6]([CH3:12])[N:5]=1)[CH3:2].O1CCCC1.C(Cl)(=O)C(Cl)=O.[NH2:24][C:25]1[CH:26]=[C:27]([CH:44]=[CH:45][C:46]=1[F:47])[O:28][C:29]1[CH:30]=[CH:31][C:32]2[N:33]([CH:35]=[C:36]([NH:38][C:39]([CH:41]3[CH2:43][CH2:42]3)=[O:40])[N:37]=2)[N:34]=1. The catalyst class is: 637. (3) Reactant: [CH2:1]([N:8]1[C:16]2[CH:15]=[C:14]([NH:17]C(=O)C)[N:13]=[CH:12][C:11]=2[N:10]=[C:9]1[C:21]1[CH:26]=[C:25]([CH3:27])[C:24](=[O:28])[N:23]([CH3:29])[CH:22]=1)[C:2]1[CH:7]=[CH:6][CH:5]=[CH:4][CH:3]=1. Product: [NH2:17][C:14]1[N:13]=[CH:12][C:11]2[N:10]=[C:9]([C:21]3[CH:26]=[C:25]([CH3:27])[C:24](=[O:28])[N:23]([CH3:29])[CH:22]=3)[N:8]([CH2:1][C:2]3[CH:7]=[CH:6][CH:5]=[CH:4][CH:3]=3)[C:16]=2[CH:15]=1. The catalyst class is: 33. (4) Reactant: Br[CH2:2][C:3]1[N:7]([CH3:8])[N:6]([CH:9]2[CH2:14][CH2:13][CH2:12][CH2:11][CH2:10]2)[C:5](=[O:15])[CH:4]=1.[Cl:16][C:17]1[CH:18]=[CH:19][C:20]([O:29][CH3:30])=[C:21]([N:23]2[CH2:28][CH2:27][NH:26][CH2:25][CH2:24]2)[CH:22]=1.[C:31](=O)([O-])[O-:32].[K+].[K+]. Product: [Cl:16][C:17]1[CH:18]=[CH:19][C:20]([O:29][CH3:30])=[C:21]([N:23]2[CH2:24][CH2:25][N:26]([CH2:2][C:3]3[N:7]([CH3:8])[N:6]([CH:9]4[CH2:14][CH2:13][CH2:12][CH2:11][CH2:10]4)[C:5](=[O:15])[C:4]=3[O:32][CH3:31])[CH2:27][CH2:28]2)[CH:22]=1. The catalyst class is: 10. (5) The catalyst class is: 1. Product: [Cl:1][C:2]1[CH:3]=[C:4]([C:8]2[C:13]3[N:14]([CH2:17][C@H:18]4[CH2:23][CH2:22][C@H:21]([CH3:24])[CH2:20][CH2:19]4)[C:15]([CH:46]([CH:41]4[CH2:45][CH2:44][CH2:43][CH2:42]4)[OH:47])=[N:16][C:12]=3[CH:11]=[C:10]([C:25]#[N:26])[N:9]=2)[CH:5]=[N:6][CH:7]=1. Reactant: [Cl:1][C:2]1[CH:3]=[C:4]([C:8]2[C:13]3[N:14]([CH2:17][C@H:18]4[CH2:23][CH2:22][C@H:21]([CH3:24])[CH2:20][CH2:19]4)[CH:15]=[N:16][C:12]=3[CH:11]=[C:10]([C:25]#[N:26])[N:9]=2)[CH:5]=[N:6][CH:7]=1.[Cl-].[Cl-].CC1(C)CCCC(C)(C)[N-]1.[Mg+2].[Li+].[CH:41]1([CH:46]=[O:47])[CH2:45][CH2:44][CH2:43][CH2:42]1. (6) Reactant: [Br:1][C:2]1[N:7]=[CH:6][C:5]([NH2:8])=[C:4]([NH:9][CH:10]([CH2:12][CH2:13][CH3:14])[CH3:11])[CH:3]=1.C(N(CC)CC)C.[C:22]([O:25][CH2:26][C:27](Cl)=[O:28])(=[O:24])[CH3:23]. Product: [C:22]([O:25][CH2:26][C:27]([NH:8][C:5]1[CH:6]=[N:7][C:2]([Br:1])=[CH:3][C:4]=1[NH:9][CH:10]([CH2:12][CH2:13][CH3:14])[CH3:11])=[O:28])(=[O:24])[CH3:23]. The catalyst class is: 4.